From a dataset of Full USPTO retrosynthesis dataset with 1.9M reactions from patents (1976-2016). Predict the reactants needed to synthesize the given product. (1) Given the product [CH3:1][O:2][C:3]1[CH:4]=[C:5]([CH3:13])[C:6]([CH2:11][NH2:12])=[N:7][C:8]=1[O:9][CH3:10], predict the reactants needed to synthesize it. The reactants are: [CH3:1][O:2][C:3]1[CH:4]=[C:5]([CH3:13])[C:6]([C:11]#[N:12])=[N:7][C:8]=1[O:9][CH3:10].Cl. (2) The reactants are: [H-].[Na+].[Br:3][C:4]1[CH:5]=[C:6]([NH2:13])[C:7]2[CH:8]=[N:9][NH:10][C:11]=2[CH:12]=1.[CH3:14][C:15]1[CH:20]=[CH:19][C:18]([S:21](Cl)(=[O:23])=[O:22])=[CH:17][CH:16]=1. Given the product [Br:3][C:4]1[CH:5]=[C:6]([NH2:13])[C:7]2[CH:8]=[N:9][N:10]([S:21]([C:18]3[CH:19]=[CH:20][C:15]([CH3:14])=[CH:16][CH:17]=3)(=[O:23])=[O:22])[C:11]=2[CH:12]=1, predict the reactants needed to synthesize it. (3) Given the product [CH3:20][C:21]1[C:25]([C:2]2[CH:3]=[C:4]3[C:9](=[CH:10][CH:11]=2)[NH:8][C:7](=[O:12])[N:6]([CH3:13])[CH:5]3[C:14]2[CH:19]=[CH:18][CH:17]=[CH:16][N:15]=2)=[C:24]([CH3:29])[O:23][N:22]=1, predict the reactants needed to synthesize it. The reactants are: Br[C:2]1[CH:3]=[C:4]2[C:9](=[CH:10][CH:11]=1)[NH:8][C:7](=[O:12])[N:6]([CH3:13])[CH:5]2[C:14]1[CH:19]=[CH:18][CH:17]=[CH:16][N:15]=1.[CH3:20][C:21]1[C:25](B(O)O)=[C:24]([CH3:29])[O:23][N:22]=1.C([O-])([O-])=O.[Na+].[Na+]. (4) The reactants are: [CH2:1]([N:3]([CH2:29][CH3:30])[C:4]([C:6]1[CH:7]=[CH:8][C:9]2[C:10](=[C:21]3[CH2:27][CH:26]4[NH:28][CH:23]([CH2:24][CH2:25]4)[CH2:22]3)[C:11]3[C:16]([O:17][C:18]=2[CH:19]=1)=[C:15](Br)[CH:14]=[CH:13][CH:12]=3)=[O:5])[CH3:2].[C:31]1(B(O)O)[CH:36]=[CH:35][CH:34]=[CH:33][CH:32]=1.C(=O)([O-])[O-].[Cs+].[Cs+]. Given the product [CH2:1]([N:3]([CH2:29][CH3:30])[C:4]([C:6]1[CH:7]=[CH:8][C:9]2[C:10](=[C:21]3[CH2:27][CH:26]4[NH:28][CH:23]([CH2:24][CH2:25]4)[CH2:22]3)[C:11]3[C:16]([O:17][C:18]=2[CH:19]=1)=[C:15]([C:31]1[CH:36]=[CH:35][CH:34]=[CH:33][CH:32]=1)[CH:14]=[CH:13][CH:12]=3)=[O:5])[CH3:2], predict the reactants needed to synthesize it. (5) The reactants are: [NH2:1][CH2:2][CH2:3][CH2:4][CH2:5][N:6]1[C:18]2[C:17]3[CH:16]=[CH:15][CH:14]=[CH:13][C:12]=3[N:11]=[C:10]([NH2:19])[C:9]=2[N:8]=[CH:7]1.[CH3:20][N:21]([CH3:36])[C:22]1[CH:31]=[CH:30][CH:29]=[C:28]2[C:23]=1[CH:24]=[CH:25][CH:26]=[C:27]2[S:32](Cl)(=[O:34])=[O:33]. Given the product [NH2:19][C:10]1[C:9]2[N:8]=[CH:7][N:6]([CH2:5][CH2:4][CH2:3][CH2:2][NH:1][S:32]([C:27]3[C:28]4[C:23](=[C:22]([N:21]([CH3:36])[CH3:20])[CH:31]=[CH:30][CH:29]=4)[CH:24]=[CH:25][CH:26]=3)(=[O:34])=[O:33])[C:18]=2[C:17]2[CH:16]=[CH:15][CH:14]=[CH:13][C:12]=2[N:11]=1, predict the reactants needed to synthesize it. (6) Given the product [Br:1][C:2]1[CH:3]=[CH:4][C:5]([NH:11][S:12]([C:15]2[CH:20]=[CH:19][C:18]([O:21][C:22]([F:25])([F:24])[F:23])=[CH:17][CH:16]=2)(=[O:14])=[O:13])=[C:6]([CH:10]=1)[C:7]([Cl:28])=[O:8], predict the reactants needed to synthesize it. The reactants are: [Br:1][C:2]1[CH:3]=[CH:4][C:5]([NH:11][S:12]([C:15]2[CH:20]=[CH:19][C:18]([O:21][C:22]([F:25])([F:24])[F:23])=[CH:17][CH:16]=2)(=[O:14])=[O:13])=[C:6]([CH:10]=1)[C:7](O)=[O:8].S(Cl)([Cl:28])=O. (7) Given the product [CH2:11]([O:10][C:8]1[CH:7]=[CH:6][C:5]([OH:18])=[C:4]([CH2:1][CH2:2][CH3:3])[CH:9]=1)[C:12]1[CH:13]=[CH:14][CH:15]=[CH:16][CH:17]=1, predict the reactants needed to synthesize it. The reactants are: [CH2:1]([C:4]1[CH:9]=[C:8]([O:10][CH2:11][C:12]2[CH:17]=[CH:16][CH:15]=[CH:14][CH:13]=2)[CH:7]=[CH:6][C:5]=1[OH:18])[CH:2]=[CH2:3].[H][H]. (8) Given the product [CH3:1][S:2][C:3]1[N:4]=[CH:5][C:6]2[C:15](=[O:16])[N:14]([C:17]3[CH:18]=[C:19]([C:20]4[O:21][CH2:33][C@@H:31]([C:30]([O:29][CH3:28])=[O:35])[N:32]=4)[CH:23]=[CH:24][CH:25]=3)[CH2:13][C@H:12]3[N:8]([CH2:9][CH2:10][CH2:11]3)[C:7]=2[N:26]=1, predict the reactants needed to synthesize it. The reactants are: [CH3:1][S:2][C:3]1[N:4]=[CH:5][C:6]2[C:15](=[O:16])[N:14]([C:17]3[CH:18]=[C:19]([CH:23]=[CH:24][CH:25]=3)[C:20](O)=[O:21])[CH2:13][C@H:12]3[N:8]([CH2:9][CH2:10][CH2:11]3)[C:7]=2[N:26]=1.Cl.[CH3:28][O:29][C:30](=[O:35])[C@H:31]([CH2:33]O)[NH2:32].C(N(CC)CC)C.Cl.C(N=C=NCCCN(C)C)C.ON1C2C=CC=CC=2N=N1.C1(P(C2C=CC=CC=2)C2C=CC=CC=2)C=CC=CC=1.N(C(OCC)=O)=NC(OCC)=O. (9) Given the product [Br:13][C:14]1[CH:19]=[CH:18][C:17]([F:20])=[C:16]([C:24](=[O:23])[C:25]([F:28])([F:27])[F:26])[CH:15]=1, predict the reactants needed to synthesize it. The reactants are: C(NC(C)C)(C)C.C([Li])CCC.[Br:13][C:14]1[CH:19]=[CH:18][C:17]([F:20])=[CH:16][CH:15]=1.C([O:23][C:24](=O)[C:25]([F:28])([F:27])[F:26])C.